Task: Predict the reaction yield, written as a fraction of the theoretical maximum amount of product (1.0 means a 100% yield; for example, 0.34 means a 34% yield).. Dataset: Reaction yield outcomes from USPTO patents with 853,638 reactions (1) The reactants are [N+:1]([C:4]1[CH:12]=[C:11]2[C:7]([C:8]([C:13]#[N:14])=[CH:9][NH:10]2)=[CH:6][CH:5]=1)([O-])=O. The catalyst is CCO.[Pd]. The product is [NH2:1][C:4]1[CH:12]=[C:11]2[C:7]([C:8]([C:13]#[N:14])=[CH:9][NH:10]2)=[CH:6][CH:5]=1. The yield is 0.980. (2) The yield is 0.360. The catalyst is C(OCC)(=O)C.C(O)C.[Pd]. The product is [Si:1]([O:8][C@H:9]([CH2:13][CH2:14][CH2:15][CH2:16][CH2:17][CH3:18])[C@H:10]([OH:12])[CH3:11])([C:4]([CH3:7])([CH3:6])[CH3:5])([CH3:3])[CH3:2].[Si:19]([O:26][C@@H:27]([C@H:29]([OH:36])[CH2:30][CH2:31][CH2:32][CH2:33][CH2:34][CH3:35])[CH3:28])([C:22]([CH3:23])([CH3:25])[CH3:24])([CH3:21])[CH3:20]. The reactants are [Si:1]([O:8][C@H:9](/[CH:13]=[CH:14]/[CH2:15][CH2:16][CH2:17][CH3:18])[C@H:10]([OH:12])[CH3:11])([C:4]([CH3:7])([CH3:6])[CH3:5])([CH3:3])[CH3:2].[Si:19]([O:26][C@@H:27]([C@H:29]([OH:36])/[CH:30]=[CH:31]/[CH2:32][CH2:33][CH2:34][CH3:35])[CH3:28])([C:22]([CH3:25])([CH3:24])[CH3:23])([CH3:21])[CH3:20].